Dataset: Forward reaction prediction with 1.9M reactions from USPTO patents (1976-2016). Task: Predict the product of the given reaction. (1) Given the reactants [OH:1][CH2:2][CH:3]([NH:10][C:11](=[O:20])[O:12][CH2:13][C:14]1[CH:19]=[CH:18][CH:17]=[CH:16][CH:15]=1)[CH2:4][C:5]1[S:6][CH:7]=[CH:8][CH:9]=1.C([N:23]([CH2:26]C)CC)C.CS(C)=[O:30], predict the reaction product. The product is: [NH2:23][C:26](=[O:30])[CH:2]([OH:1])[CH:3]([NH:10][C:11](=[O:20])[O:12][CH2:13][C:14]1[CH:19]=[CH:18][CH:17]=[CH:16][CH:15]=1)[CH2:4][C:5]1[S:6][CH:7]=[CH:8][CH:9]=1. (2) The product is: [Cl:27][C:9]1[CH:8]=[C:7]2[C:12]([C:13](=[O:26])[C:14]([CH2:15][NH:16][C:17]([C:19]3[CH:24]=[CH:23][C:22]([N:35]4[CH2:40][CH2:39][CH:38]([CH2:41][OH:42])[CH2:37][CH2:36]4)=[N:21][CH:20]=3)=[O:18])=[C:5]([C:3](=[O:4])[N:2]([CH3:1])[CH3:34])[N:6]2[C:28]2[CH:33]=[CH:32][CH:31]=[CH:30][CH:29]=2)=[CH:11][CH:10]=1. Given the reactants [CH3:1][N:2]([CH3:34])[C:3]([C:5]1[N:6]([C:28]2[CH:33]=[CH:32][CH:31]=[CH:30][CH:29]=2)[C:7]2[C:12]([C:13](=[O:26])[C:14]=1[CH2:15][NH:16][C:17]([C:19]1[CH:20]=[N:21][C:22](Cl)=[CH:23][CH:24]=1)=[O:18])=[CH:11][CH:10]=[C:9]([Cl:27])[CH:8]=2)=[O:4].[NH:35]1[CH2:40][CH2:39][CH:38]([CH2:41][OH:42])[CH2:37][CH2:36]1, predict the reaction product. (3) Given the reactants C1(CC([CH:10]2[C:15]([CH2:16][O:17][C:18](=[O:20])[NH2:19])=[C:14]([C:21]([OH:23])=[O:22])[N:13]3[C:24](=[O:27])[CH:25]([NH2:26])[C@H:12]3[S:11]2)=O)C=CC=CC=1.[OH-].[Na+], predict the reaction product. The product is: [NH2:26][CH:25]1[C:24](=[O:27])[N:13]2[C:14]([C:21]([OH:23])=[O:22])=[C:15]([CH2:16][O:17][C:18](=[O:20])[NH2:19])[CH2:10][S:11][C@H:12]12. (4) Given the reactants [NH2:1][C:2]1[CH:3]=[C:4]2[C:8](=[CH:9][CH:10]=1)[NH:7][C:6]([C:11]([NH:13][C@H:14]1[C:22]3[C:17](=[CH:18][CH:19]=[C:20]([C:23]#[N:24])[CH:21]=3)[CH2:16][C:15]1([CH3:26])[CH3:25])=[O:12])=[CH:5]2.[CH3:27][O:28][CH2:29][CH:30]=O, predict the reaction product. The product is: [C:23]([C:20]1[CH:21]=[C:22]2[C:17]([CH2:16][C:15]([CH3:26])([CH3:25])[C@H:14]2[NH:13][C:11]([C:6]2[NH:7][C:8]3[C:4]([CH:5]=2)=[CH:3][C:2]([NH:1][CH2:30][CH2:29][O:28][CH3:27])=[CH:10][CH:9]=3)=[O:12])=[CH:18][CH:19]=1)#[N:24].